Task: Predict the reaction yield, written as a fraction of the theoretical maximum amount of product (1.0 means a 100% yield; for example, 0.34 means a 34% yield).. Dataset: Reaction yield outcomes from USPTO patents with 853,638 reactions (1) The reactants are [CH3:1][O:2][NH:3][CH3:4].[O:5]1[CH2:9][CH2:8][CH2:7][CH:6]1[C:10](Cl)=[O:11]. The catalyst is C(Cl)Cl. The product is [CH3:1][O:2][N:3]([CH3:4])[C:10]([CH:6]1[CH2:7][CH2:8][CH2:9][O:5]1)=[O:11]. The yield is 0.827. (2) The reactants are [CH3:1][C:2]1[N:7]2[N:8]=[C:9]([CH:11]=[CH:12][C:13]3[N:14]=[C:15]4[C:23]5[C:18](=[CH:19][CH:20]=[CH:21][CH:22]=5)[CH2:17][N:16]4[CH:24]=3)[N:10]=[C:6]2[C:5]([CH3:25])=[N:4][CH:3]=1. The catalyst is CO.[Pd]. The product is [CH3:1][C:2]1[N:7]2[N:8]=[C:9]([CH2:11][CH2:12][C:13]3[N:14]=[C:15]4[C:23]5[C:18](=[CH:19][CH:20]=[CH:21][CH:22]=5)[CH2:17][N:16]4[CH:24]=3)[N:10]=[C:6]2[C:5]([CH3:25])=[N:4][CH:3]=1. The yield is 0.360. (3) The reactants are [Br:1][C:2]1[C:3]([NH2:10])=[C:4]([NH2:9])[C:5]([Br:8])=[CH:6][CH:7]=1.[N+:11]([C:14]1[CH:19]=[CH:18][CH:17]=[CH:16][CH:15]=1)([O-])=O.[OH-].[Na+]. The catalyst is ClCCl. The product is [Br:1][C:2]1[C:3]([N:10]=[N:11][C:14]2[CH:19]=[CH:18][CH:17]=[CH:16][CH:15]=2)=[C:4]([NH2:9])[C:5]([Br:8])=[CH:6][CH:7]=1. The yield is 0.0350. (4) The reactants are [Cl:1][C:2]1[C:3]([N:8]2[CH2:13][CH:12]([CH3:14])[NH:11][CH:10]([CH3:15])[CH2:9]2)=[N:4][CH:5]=[CH:6][CH:7]=1.[Cl:16][C:17]1[CH:18]=[C:19]([S:24](Cl)(=[O:26])=[O:25])[CH:20]=[CH:21][C:22]=1[Cl:23].C(N(C(C)C)CC)(C)C. The catalyst is ClCCl. The product is [Cl:1][C:2]1[C:3]([N:8]2[CH2:13][CH:12]([CH3:14])[N:11]([S:24]([C:19]3[CH:20]=[CH:21][C:22]([Cl:23])=[C:17]([Cl:16])[CH:18]=3)(=[O:26])=[O:25])[CH:10]([CH3:15])[CH2:9]2)=[N:4][CH:5]=[CH:6][CH:7]=1. The yield is 0.130. (5) The reactants are [Cl-].[Cl-].[Cl-].[Al+3].[Br:5][C:6]1[CH:11]=[CH:10][C:9]([O:12][CH3:13])=[CH:8][CH:7]=1.[CH2:14]([O:16][C:17](=[O:28])[C:18]([OH:27])([C:23]([F:26])([F:25])[F:24])[CH2:19][C:20](=[CH2:22])[CH3:21])[CH3:15].Cl. No catalyst specified. The product is [CH2:14]([O:16][C:17](=[O:28])[C:18]([OH:27])([C:23]([F:26])([F:25])[F:24])[CH2:19][C:20]([C:10]1[CH:11]=[C:6]([Br:5])[CH:7]=[CH:8][C:9]=1[O:12][CH3:13])([CH3:22])[CH3:21])[CH3:15]. The yield is 0.518. (6) The product is [Br:39][CH2:1][C:2]1[CH:7]=[CH:6][CH:5]=[CH:4][C:3]=1[C:8](=[CH:13][O:14][CH3:15])[C:9]([O:11][CH3:12])=[O:10]. The catalyst is ClC1C=CC=CC=1. The reactants are [CH3:1][C:2]1[CH:7]=[CH:6][CH:5]=[CH:4][C:3]=1[C:8](=[CH:13][O:14][CH3:15])[C:9]([O:11][CH3:12])=[O:10].O.N(C(C)(CC(OC)(C)C)C#N)=NC(C)(CC(C)(OC)C)C#N.[Br:39]Br. The yield is 0.688. (7) The reactants are [F:1][C:2]1[CH:22]=[CH:21][C:5]([O:6][CH2:7][C:8]2[N:9]=[C:10]3[S:17][C:16]([CH3:18])=[C:15]([CH2:19]O)[N:11]3[C:12](=[O:14])[CH:13]=2)=[CH:4][CH:3]=1.S(Cl)([Cl:25])=O.CN(C)C=O. The catalyst is ClCCl. The product is [Cl:25][CH2:19][C:15]1[N:11]2[C:12](=[O:14])[CH:13]=[C:8]([CH2:7][O:6][C:5]3[CH:21]=[CH:22][C:2]([F:1])=[CH:3][CH:4]=3)[N:9]=[C:10]2[S:17][C:16]=1[CH3:18]. The yield is 0.710. (8) The reactants are [CH3:1][N:2]1[C:10]2[CH:9]=[C:8]([N:11]3[CH:16]=[CH:15][C:14]([C:17]4[CH:22]=[CH:21][C:20]([C:23]([F:26])([F:25])[F:24])=[CH:19][CH:18]=4)=[CH:13][C:12]3=[O:27])[CH:7]=[CH:6][C:5]=2[C:4]2[CH2:28][N:29](C(OC(C)(C)C)=O)[CH2:30][CH2:31][C:3]1=2.[ClH:39]. The catalyst is CO.CCOCC. The product is [ClH:39].[ClH:39].[CH3:1][N:2]1[C:10]2[CH:9]=[C:8]([N:11]3[CH:16]=[CH:15][C:14]([C:17]4[CH:18]=[CH:19][C:20]([C:23]([F:24])([F:26])[F:25])=[CH:21][CH:22]=4)=[CH:13][C:12]3=[O:27])[CH:7]=[CH:6][C:5]=2[C:4]2[CH2:28][NH:29][CH2:30][CH2:31][C:3]1=2. The yield is 0.500.